This data is from Full USPTO retrosynthesis dataset with 1.9M reactions from patents (1976-2016). The task is: Predict the reactants needed to synthesize the given product. (1) Given the product [CH2:24]([N:16]1[C:17]2([CH2:23][CH2:22][CH2:21][CH2:20]2)[CH2:18][S:19][C:15]1=[N:14][C:7]1[C:8]2[CH2:9][CH2:10][CH2:11][CH2:12][C:13]=2[C:4]([N+:1]([O-:3])=[O:2])=[CH:5][CH:6]=1)[CH:25]([CH3:27])[CH3:26], predict the reactants needed to synthesize it. The reactants are: [N+:1]([C:4]1[C:13]2[CH2:12][CH2:11][CH2:10][CH2:9][C:8]=2[C:7]([N:14]=[C:15]2[S:19][CH2:18][C:17]3([CH2:23][CH2:22][CH2:21][CH2:20]3)[NH:16]2)=[CH:6][CH:5]=1)([O-:3])=[O:2].[CH2:24](Br)[CH:25]([CH3:27])[CH3:26]. (2) Given the product [Cl:6][C:7]1[C:16]2[C:11](=[CH:12][CH:13]=[C:14]([C:17]([OH:18])([C:19]3[N:23]([CH3:24])[CH:22]=[N:21][CH:20]=3)[C:44]3[CH:41]=[CH:39][C:52]([C:53]#[N:54])=[CH:55][CH:2]=3)[CH:15]=2)[N:10]=[C:9]([O:26][CH3:27])[C:8]=1[CH2:28][C:29]1[CH:30]=[N:31][C:32]([C:35]([F:36])([F:38])[F:37])=[CH:33][CH:34]=1, predict the reactants needed to synthesize it. The reactants are: [Li][CH2:2]CCC.[Cl:6][C:7]1[C:16]2[C:11](=[CH:12][CH:13]=[C:14]([CH:17]([C:19]3[N:23]([CH3:24])[C:22](C)=[N:21][CH:20]=3)[OH:18])[CH:15]=2)[N:10]=[C:9]([O:26][CH3:27])[C:8]=1[CH2:28][C:29]1[CH:30]=[N:31][C:32]([C:35]([F:38])([F:37])[F:36])=[CH:33][CH:34]=1.[C:39]([CH:52]1[CH2:55][N:54](C(OC(C)(C)C)=O)[CH2:53]1)([CH:41]1[CH2:44]N(C(OC(C)(C)C)=O)C1)=O.